Dataset: Full USPTO retrosynthesis dataset with 1.9M reactions from patents (1976-2016). Task: Predict the reactants needed to synthesize the given product. (1) Given the product [OH:15][CH2:14][CH2:16][NH:17][C:3](=[O:13])[C:4]1[CH:9]=[C:8]([Cl:10])[CH:7]=[C:6]([CH3:11])[C:5]=1[NH2:12], predict the reactants needed to synthesize it. The reactants are: CO[C:3](=[O:13])[C:4]1[CH:9]=[C:8]([Cl:10])[CH:7]=[C:6]([CH3:11])[C:5]=1[NH2:12].[CH2:14]([CH2:16][NH2:17])[OH:15]. (2) Given the product [I:19][C:2]1[C:3]([CH3:9])=[N:4][CH:5]=[CH:6][C:7]=1[CH3:8], predict the reactants needed to synthesize it. The reactants are: N[C:2]1[C:3]([CH3:9])=[N:4][CH:5]=[CH:6][C:7]=1[CH3:8].N(OCCC(C)C)=O.C(I)[I:19].